From a dataset of Forward reaction prediction with 1.9M reactions from USPTO patents (1976-2016). Predict the product of the given reaction. Given the reactants [OH-:1].[Na+:2].C([OH:5])C.[CH:6]1[N:10]=[CH:9][N:8]([CH2:11][C:12]([P:18]([OH:21])([OH:20])=[O:19])([P:14]([OH:17])([OH:16])=[O:15])[OH:13])[CH:7]=1, predict the reaction product. The product is: [CH:6]1[N:10]=[CH:9][N:8]([CH2:11][C:12]([P:14]([O-:17])([OH:16])=[O:15])([P:18]([O-:20])([OH:21])=[O:19])[OH:13])[CH:7]=1.[OH2:5].[OH2:1].[OH2:5].[OH2:5].[Na+:2].[Na+:2].